Dataset: Full USPTO retrosynthesis dataset with 1.9M reactions from patents (1976-2016). Task: Predict the reactants needed to synthesize the given product. (1) The reactants are: [Cl:1][C:2]1[CH:3]=[CH:4][C:5]([N:10]2[CH2:20][CH2:19][C:13]3[N:14]=[CH:15][N:16]=[C:17](Cl)[C:12]=3[CH2:11]2)=[C:6]([CH:9]=1)[C:7]#[N:8].[N:21]1[CH:22]=[CH:23][N:24]2[CH:29]=[CH:28][C:27]([CH2:30][NH2:31])=[CH:26][C:25]=12.C(N(CC)C(C)C)(C)C. Given the product [Cl:1][C:2]1[CH:3]=[CH:4][C:5]([N:10]2[CH2:20][CH2:19][C:13]3[N:14]=[CH:15][N:16]=[C:17]([NH:31][CH2:30][C:27]4[CH:28]=[CH:29][N:24]5[CH:23]=[CH:22][N:21]=[C:25]5[CH:26]=4)[C:12]=3[CH2:11]2)=[C:6]([CH:9]=1)[C:7]#[N:8], predict the reactants needed to synthesize it. (2) The reactants are: [C:1]1([NH:7][NH2:8])[CH:6]=[CH:5][CH:4]=[CH:3][CH:2]=1.OS(O)(=O)=O.[C:14]([CH2:16][C:17](=O)[C:18]([O:20][CH2:21][CH3:22])=[O:19])#[N:15].[Na]. Given the product [CH2:21]([O:20][C:18]([C:17]1[CH:16]=[C:14]([NH2:15])[N:7]([C:1]2[CH:6]=[CH:5][CH:4]=[CH:3][CH:2]=2)[N:8]=1)=[O:19])[CH3:22], predict the reactants needed to synthesize it. (3) Given the product [O:27]=[C:21]1[N:20]([C:17]2[CH:18]=[CH:19][C:14]([CH:11]3[CH2:10][CH2:9][NH:8][CH2:13][CH2:12]3)=[C:15]([F:28])[CH:16]=2)[CH2:24][C@H:23]([CH2:25][NH:31][C:29](=[O:38])[CH3:30])[O:22]1, predict the reactants needed to synthesize it. The reactants are: CC(OC([N:8]1[CH2:13][CH2:12][CH:11]([C:14]2[CH:19]=[CH:18][C:17]([N:20]3[CH2:24][C@H:23]([CH2:25]O)[O:22][C:21]3=[O:27])=[CH:16][C:15]=2[F:28])[CH2:10][CH2:9]1)=O)(C)C.[CH2:29]([N:31](CC)CC)[CH3:30].CS(Cl)(=O)=[O:38]. (4) Given the product [Br:1][C:2]1[CH:3]=[CH:4][C:5]([CH:8]([CH3:12])[C:9]([N:48]2[CH:49]3[CH2:50][CH2:46][CH:45]2[CH2:47][CH:42]([OH:43])[CH2:51]3)=[O:11])=[CH:6][CH:7]=1, predict the reactants needed to synthesize it. The reactants are: [Br:1][C:2]1[CH:7]=[CH:6][C:5]([CH:8]([CH3:12])[C:9]([OH:11])=O)=[CH:4][CH:3]=1.F[P-](F)(F)(F)(F)F.N1(O[P+](N(C)C)(N(C)C)N(C)C)C2C=CC=CC=2N=N1.CN(C)[CH:42]=[O:43].[CH:45]([N:48](CC)[CH:49]([CH3:51])[CH3:50])([CH3:47])[CH3:46]. (5) The reactants are: [C:1]1([S:7]([N:10]2[CH2:14][CH2:13][CH2:12][C@H:11]2[CH2:15][OH:16])(=[O:9])=[O:8])[CH:6]=[CH:5][CH:4]=[CH:3][CH:2]=1.[OH:17][C:18]1[CH:25]=[CH:24][CH:23]=[C:22](O)[C:19]=1[CH:20]=[O:21].C1C=CC(P(C2C=CC=CC=2)C2C=CC=CC=2)=CC=1.CC(OC(/N=N/C(OC(C)C)=O)=O)C. Given the product [OH:17][C:18]1[CH:25]=[CH:24][CH:23]=[C:22]([O:16][CH2:15][C@@H:11]2[CH2:12][CH2:13][CH2:14][N:10]2[S:7]([C:1]2[CH:2]=[CH:3][CH:4]=[CH:5][CH:6]=2)(=[O:8])=[O:9])[C:19]=1[CH:20]=[O:21], predict the reactants needed to synthesize it. (6) The reactants are: Br[C:2]1[C:3]([NH:31][C@@H:32]2[CH2:36][CH2:35][N:34]([C:37]([O:39][C:40]([CH3:43])([CH3:42])[CH3:41])=[O:38])[CH2:33]2)=[N:4][C:5]([NH:11][C:12]2[CH:17]=[CH:16][C:15]([N:18]3[CH2:23][CH2:22][CH:21]([N:24]4[CH2:29][CH2:28][N:27]([CH3:30])[CH2:26][CH2:25]4)[CH2:20][CH2:19]3)=[CH:14][CH:13]=2)=[C:6]([C:8](=[O:10])[NH2:9])[N:7]=1.C(=O)([O-])[O-].[Na+].[Na+].O1[CH2:55][CH2:54][O:53][CH2:52]C1. Given the product [C:8]([C:6]1[N:7]=[C:2]([C:14]2[CH:15]=[CH:16][CH:55]=[C:54]([O:53][CH3:52])[C:13]=2[C:12]#[N:11])[C:3]([NH:31][C@@H:32]2[CH2:36][CH2:35][N:34]([C:37]([O:39][C:40]([CH3:43])([CH3:42])[CH3:41])=[O:38])[CH2:33]2)=[N:4][C:5]=1[NH:11][C:12]1[CH:17]=[CH:16][C:15]([N:18]2[CH2:23][CH2:22][CH:21]([N:24]3[CH2:29][CH2:28][N:27]([CH3:30])[CH2:26][CH2:25]3)[CH2:20][CH2:19]2)=[CH:14][CH:13]=1)(=[O:10])[NH2:9], predict the reactants needed to synthesize it. (7) Given the product [Cl:21][C:22]1[CH:23]=[C:24]([NH:28][C:29]([NH:13][C:10]2[CH:11]=[CH:12][C:7]([O:6][CH2:5][CH2:4][CH2:3][N:2]([CH3:1])[CH3:20])=[C:8]([C:14]3[N:15]([CH3:19])[N:16]=[CH:17][CH:18]=3)[CH:9]=2)=[O:30])[CH:25]=[CH:26][CH:27]=1, predict the reactants needed to synthesize it. The reactants are: [CH3:1][N:2]([CH3:20])[CH2:3][CH2:4][CH2:5][O:6][C:7]1[CH:12]=[CH:11][C:10]([NH2:13])=[CH:9][C:8]=1[C:14]1[N:15]([CH3:19])[N:16]=[CH:17][CH:18]=1.[Cl:21][C:22]1[CH:23]=[C:24]([N:28]=[C:29]=[O:30])[CH:25]=[CH:26][CH:27]=1. (8) Given the product [CH3:26][C:22]1([CH3:27])[O:21][C:20](=[CH:19][C:18]([N:9]([CH2:10][C:11]2[CH:12]=[CH:13][C:14]([F:17])=[CH:15][CH:16]=2)[O:8][CH2:7][C:6]([OH:29])=[O:5])=[O:28])[C:24](=[O:25])[O:23]1, predict the reactants needed to synthesize it. The reactants are: C([O:5][C:6](=[O:29])[CH2:7][O:8][N:9]([C:18](=[O:28])[CH:19]=[C:20]1[C:24](=[O:25])[O:23][C:22]([CH3:27])([CH3:26])[O:21]1)[CH2:10][C:11]1[CH:16]=[CH:15][C:14]([F:17])=[CH:13][CH:12]=1)(C)(C)C.FC(F)(F)C(O)=O.